This data is from Full USPTO retrosynthesis dataset with 1.9M reactions from patents (1976-2016). The task is: Predict the reactants needed to synthesize the given product. (1) The reactants are: [CH:1]1([CH:7]([NH:20][C:21]2[CH:26]=[CH:25][C:24]([C:27]([N:29]([CH3:37])[CH2:30][CH2:31][C:32]([O:34]CC)=[O:33])=[O:28])=[CH:23][CH:22]=2)[C:8]2[O:9][C:10]3[CH:18]=[CH:17][C:16]([F:19])=[CH:15][C:11]=3[C:12]=2[O:13][CH3:14])[CH2:6][CH2:5][CH2:4][CH2:3][CH2:2]1.[OH-].[Na+]. Given the product [CH:1]1([CH:7]([NH:20][C:21]2[CH:22]=[CH:23][C:24]([C:27]([N:29]([CH3:37])[CH2:30][CH2:31][C:32]([OH:34])=[O:33])=[O:28])=[CH:25][CH:26]=2)[C:8]2[O:9][C:10]3[CH:18]=[CH:17][C:16]([F:19])=[CH:15][C:11]=3[C:12]=2[O:13][CH3:14])[CH2:6][CH2:5][CH2:4][CH2:3][CH2:2]1, predict the reactants needed to synthesize it. (2) Given the product [CH3:1][CH2:2][N:3]1[C:7](=[O:8])[C:6]([C:15]2[CH:20]=[CH:19][CH:18]=[CH:17][CH:16]=2)([C:9]2[CH:10]=[CH:11][CH:12]=[CH:13][CH:14]=2)[C@@H:5]([CH2:21][CH2:22][N:23]2[CH2:28][CH2:27][O:26][CH2:25][CH2:24]2)[CH2:4]1, predict the reactants needed to synthesize it. The reactants are: [CH3:1][CH2:2][N:3]1[C:7](=[O:8])[C:6]([C:15]2[CH:16]=[CH:17][CH:18]=[CH:19][CH:20]=2)([C:9]2[CH:10]=[CH:11][CH:12]=[CH:13][CH:14]=2)[C@@H:5]([CH2:21][CH2:22][N:23]2[CH2:28][CH2:27][O:26][CH2:25][CH2:24]2)[CH2:4]1.C1C=CC(C(O[C@H](C(O)=O)[C@H](OC(C2C=CC=CC=2)=O)C(O)=O)=O)=CC=1.O.C(=O)(O)[O-].[Na+]. (3) Given the product [Cl:17][C:18]1[N:19]=[CH:20][C:21]([C:2]2[CH:14]=[CH:13][C:5]([C:6]([NH:8][S:9]([CH3:12])(=[O:11])=[O:10])=[O:7])=[CH:4][C:3]=2[O:15][CH3:16])=[CH:22][C:23]=1[C:24]([F:27])([F:25])[F:26], predict the reactants needed to synthesize it. The reactants are: Br[C:2]1[CH:14]=[CH:13][C:5]([C:6]([NH:8][S:9]([CH3:12])(=[O:11])=[O:10])=[O:7])=[CH:4][C:3]=1[O:15][CH3:16].[Cl:17][C:18]1[C:23]([C:24]([F:27])([F:26])[F:25])=[CH:22][C:21](B2OC(C)(C)C(C)(C)O2)=[CH:20][N:19]=1.C([O-])([O-])=O.[Na+].[Na+]. (4) Given the product [CH2:1]([O:5][P:6](=[C:13]1[CH:17]=[C:16]([Sn:18]([CH2:27][CH2:28][CH2:29][CH3:30])([CH2:23][CH2:24][CH2:25][CH3:26])[CH2:19][CH2:20][CH2:21][CH3:22])[S:15][CH2:14]1)=[O:7])[CH2:2][CH2:3][CH3:4], predict the reactants needed to synthesize it. The reactants are: [CH2:1]([O:5][P:6]([C:13]1[CH:17]=[C:16]([Sn:18]([CH2:27][CH2:28][CH2:29][CH3:30])([CH2:23][CH2:24][CH2:25][CH3:26])[CH2:19][CH2:20][CH2:21][CH3:22])[S:15][C:14]=1[Sn](CCCC)(CCCC)CCCC)(OCCCC)=[O:7])[CH2:2][CH2:3][CH3:4].C([Li])CCC.P([O-])([O-])(O)=O.[Na+].[Na+].P([O-])(O)(O)=O.[Na+]. (5) Given the product [Br:29][C:30]1[CH:35]=[CH:34][CH:33]=[CH:32][C:31]=1[N:20]1[CH2:19][CH2:18][O:17][C:16]2[CH:21]=[C:12]([S:9]([N:8]([CH2:7][C:6]3[CH:5]=[CH:4][C:3]([O:2][CH3:1])=[CH:28][CH:27]=3)[C:22]3[S:23][CH:24]=[CH:25][N:26]=3)(=[O:11])=[O:10])[CH:13]=[CH:14][C:15]1=2, predict the reactants needed to synthesize it. The reactants are: [CH3:1][O:2][C:3]1[CH:28]=[CH:27][C:6]([CH2:7][N:8]([C:22]2[S:23][CH:24]=[CH:25][N:26]=2)[S:9]([C:12]2[CH:13]=[CH:14][C:15]3[NH:20][CH2:19][CH2:18][O:17][C:16]=3[CH:21]=2)(=[O:11])=[O:10])=[CH:5][CH:4]=1.[Br:29][C:30]1[CH:35]=[CH:34][CH:33]=[CH:32][C:31]=1I.CC1(C)C2C(=C(P(C3C=CC=CC=3)C3C=CC=CC=3)C=CC=2)OC2C(P(C3C=CC=CC=3)C3C=CC=CC=3)=CC=CC1=2.CC(C)([O-])C.[Na+]. (6) Given the product [N+:1]([C:4]1[CH:10]=[CH:9][C:8]([Cl:11])=[CH:7][C:5]=1[I:16])([O-:3])=[O:2], predict the reactants needed to synthesize it. The reactants are: [N+:1]([C:4]1[CH:10]=[CH:9][C:8]([Cl:11])=[CH:7][C:5]=1N)([O-:3])=[O:2].N([O-])=O.[Na+].[I-:16].[K+]. (7) Given the product [Br:1][C:2]1[CH:7]=[CH:6][C:5]([F:8])=[CH:4][C:3]=1[O:9][CH3:10], predict the reactants needed to synthesize it. The reactants are: [Br:1][C:2]1[CH:7]=[CH:6][C:5]([F:8])=[CH:4][C:3]=1[OH:9].[C:10](=O)([O-])[O-].[K+].[K+].CI.